From a dataset of Catalyst prediction with 721,799 reactions and 888 catalyst types from USPTO. Predict which catalyst facilitates the given reaction. (1) Reactant: [CH3:1][O:2][C:3]1[CH:8]=[CH:7][CH:6]=[CH:5][C:4]=1[N:9]1[CH2:14][CH2:13][NH:12][CH2:11][CH2:10]1.[Cl:15][C:16]([Cl:21])([Cl:20])[C:17](Cl)=[O:18].C(N(C(C)C)CC)(C)C. Product: [CH3:1][O:2][C:3]1[CH:8]=[CH:7][CH:6]=[CH:5][C:4]=1[N:9]1[CH2:14][CH2:13][N:12]([C:17](=[O:18])[C:16]([Cl:21])([Cl:20])[Cl:15])[CH2:11][CH2:10]1. The catalyst class is: 4. (2) Reactant: [CH3:1][O:2][C:3](=[O:21])[C:4]1[CH:9]=[C:8]([CH:10]=[CH:11]N(C)C)[C:7]([N+:15]([O-])=O)=[CH:6][C:5]=1[N+:18]([O-])=O. Product: [CH3:1][O:2][C:3]([C:4]1[CH:9]=[C:8]2[C:7](=[CH:6][C:5]=1[NH2:18])[NH:15][CH:11]=[CH:10]2)=[O:21]. The catalyst class is: 50. (3) Reactant: [C:1]([C:5]1[CH:6]=[C:7]([NH:18][C:19]([NH:21][C@@H:22]2[C:31]3[C:26](=[CH:27][CH:28]=[CH:29][CH:30]=3)[C@H:25]([O:32][C:33]3[CH:34]=[CH:35][C:36]4[N:37]([C:39]([N:42]5[CH2:47][CH2:46][CH2:45][CH2:44][C@@H:43]5[CH3:48])=[N:40][N:41]=4)[CH:38]=3)[CH2:24][CH2:23]2)=[O:20])[N:8]([C:10]2[CH:15]=[CH:14][C:13]([CH:16]=O)=[CH:12][CH:11]=2)[N:9]=1)([CH3:4])([CH3:3])[CH3:2].[NH:49]1[CH2:54][CH2:53][O:52][CH2:51][CH2:50]1.C(O[BH-](OC(=O)C)OC(=O)C)(=O)C.[Na+].O. Product: [C:1]([C:5]1[CH:6]=[C:7]([NH:18][C:19]([NH:21][C@@H:22]2[C:31]3[C:26](=[CH:27][CH:28]=[CH:29][CH:30]=3)[C@H:25]([O:32][C:33]3[CH:34]=[CH:35][C:36]4[N:37]([C:39]([N:42]5[CH2:47][CH2:46][CH2:45][CH2:44][C@@H:43]5[CH3:48])=[N:40][N:41]=4)[CH:38]=3)[CH2:24][CH2:23]2)=[O:20])[N:8]([C:10]2[CH:15]=[CH:14][C:13]([CH2:16][N:49]3[CH2:54][CH2:53][O:52][CH2:51][CH2:50]3)=[CH:12][CH:11]=2)[N:9]=1)([CH3:4])([CH3:2])[CH3:3]. The catalyst class is: 2. (4) Reactant: C(OC([N:11]1[CH2:30][CH2:29][C:15]2=[C:16]([N:23]3[CH2:28][CH2:27][O:26][CH2:25][CH2:24]3)[N:17]3[C:21]([N:22]=[C:14]2[CH2:13][CH2:12]1)=[CH:20][CH:19]=[N:18]3)=O)C1C=CC=CC=1. Product: [N:23]1([C:16]2[N:17]3[C:21]([N:22]=[C:14]4[CH2:13][CH2:12][NH:11][CH2:30][CH2:29][C:15]=24)=[CH:20][CH:19]=[N:18]3)[CH2:28][CH2:27][O:26][CH2:25][CH2:24]1. The catalyst class is: 421. (5) Reactant: [F:1][CH:2]([O:4][C:5]1[CH:10]=[C:9]([CH3:11])[CH:8]=[C:7]([CH3:12])[C:6]=1[CH2:13][CH:14]=C)[F:3].[O:16]=[O+][O-]. Product: [F:1][CH:2]([F:3])[O:4][C:5]1[CH:10]=[C:9]([CH3:11])[CH:8]=[C:7]([CH3:12])[C:6]=1[CH2:13][CH:14]=[O:16]. The catalyst class is: 4. (6) Product: [Br:16][CH2:2][C:1]([C:4]1[CH:9]=[CH:8][C:7]([CH2:10][C:11]([O:13][CH2:14][CH3:15])=[O:12])=[CH:6][CH:5]=1)=[O:3]. The catalyst class is: 2. Reactant: [C:1]([C:4]1[CH:9]=[CH:8][C:7]([CH2:10][C:11]([O:13][CH2:14][CH3:15])=[O:12])=[CH:6][CH:5]=1)(=[O:3])[CH3:2].[Br:16]Br. (7) Reactant: [CH2:1]([O:3][C:4]([CH:6]1[CH2:11][CH2:10][C:9](=[O:12])[CH2:8][CH2:7]1)=[O:5])[CH3:2].[Br:13]Br. Product: [Br:13][CH:8]1[C:9](=[O:12])[CH2:10][CH2:11][CH:6]([C:4]([O:3][CH2:1][CH3:2])=[O:5])[CH2:7]1. The catalyst class is: 27. (8) Reactant: [C:1]1(=[O:8])[O:7][C:5](=[O:6])[CH2:4][CH2:3][CH2:2]1.[OH:9][N:10]1[C:14](=[O:15])[CH2:13][CH2:12][C:11]1=[O:16]. Product: [O:16]=[C:11]1[CH2:12][CH2:13][C:14](=[O:15])[N:10]1[O:9][C:1](=[O:8])[CH2:2][CH2:3][CH2:4][C:5]([OH:7])=[O:6]. The catalyst class is: 1. (9) Reactant: C(OC([N:8]1[CH2:13][CH2:12][C:11]2([C:21]3[C:16](=[CH:17][CH:18]=[CH:19][CH:20]=3)[CH:15]([CH2:22][C:23]([OH:25])=[O:24])[CH2:14]2)[CH2:10][CH2:9]1)=O)(C)(C)C.FC(F)(F)C(O)=O. Product: [NH:8]1[CH2:13][CH2:12][C:11]2([C:21]3[C:16](=[CH:17][CH:18]=[CH:19][CH:20]=3)[CH:15]([CH2:22][C:23]([OH:25])=[O:24])[CH2:14]2)[CH2:10][CH2:9]1. The catalyst class is: 2.